This data is from Full USPTO retrosynthesis dataset with 1.9M reactions from patents (1976-2016). The task is: Predict the reactants needed to synthesize the given product. (1) Given the product [N+:1]([C:4]1[N:8]=[CH:7][N:6]([C:15]2[CH:14]=[CH:13][CH:12]=[C:11]([C:10]([F:21])([F:20])[F:9])[CH:16]=2)[N:5]=1)([O-:3])=[O:2], predict the reactants needed to synthesize it. The reactants are: [N+:1]([C:4]1[N:8]=[CH:7][NH:6][N:5]=1)([O-:3])=[O:2].[F:9][C:10]([F:21])([F:20])[C:11]1[CH:12]=[C:13](B(O)O)[CH:14]=[CH:15][CH:16]=1.N1C=CC=CC=1. (2) The reactants are: [OH:1][C:2]1[CH:7]=[CH:6][C:5]([CH:8]2[CH2:13][CH2:12][N:11]([C:14]([O:16][C:17]([CH3:20])([CH3:19])[CH3:18])=[O:15])[CH2:10][CH:9]2[O:21][CH2:22][C:23]2[CH:32]=[C:31]3[C:26]([CH2:27][CH2:28][C:29](=[O:38])[N:30]3[CH2:33][CH2:34][CH2:35][O:36][CH3:37])=[CH:25][CH:24]=2)=[CH:4][CH:3]=1.Br[CH2:40][CH2:41][CH2:42][CH2:43][O:44][C:45]1[CH:50]=[CH:49][CH:48]=[CH:47][C:46]=1[F:51]. Given the product [F:51][C:46]1[CH:47]=[CH:48][CH:49]=[CH:50][C:45]=1[O:44][CH2:43][CH2:42][CH2:41][CH2:40][O:1][C:2]1[CH:7]=[CH:6][C:5]([CH:8]2[CH2:13][CH2:12][N:11]([C:14]([O:16][C:17]([CH3:19])([CH3:20])[CH3:18])=[O:15])[CH2:10][CH:9]2[O:21][CH2:22][C:23]2[CH:32]=[C:31]3[C:26]([CH2:27][CH2:28][C:29](=[O:38])[N:30]3[CH2:33][CH2:34][CH2:35][O:36][CH3:37])=[CH:25][CH:24]=2)=[CH:4][CH:3]=1, predict the reactants needed to synthesize it. (3) Given the product [CH3:8][O:9][CH2:10][CH2:11][N:12]1[CH:6]([C:2]2[S:1][CH:5]=[CH:4][CH:3]=2)[CH:14]([C:13]([NH:31][C:30]2[CH:32]=[CH:33][CH:34]=[C:28]([O:27][C:26]([F:25])([F:35])[F:36])[CH:29]=2)=[O:24])[C:15]2[C:16](=[CH:20][CH:21]=[CH:22][CH:23]=2)[C:17]1=[O:19], predict the reactants needed to synthesize it. The reactants are: [S:1]1[CH:5]=[CH:4][CH:3]=[C:2]1[CH:6]=O.[CH3:8][O:9][CH2:10][CH2:11][NH2:12].[C:13]1(=[O:24])[O:19][C:17](=O)[C:16]2=[CH:20][CH:21]=[CH:22][CH:23]=[C:15]2[CH2:14]1.[F:25][C:26]([F:36])([F:35])[O:27][C:28]1[CH:29]=[C:30]([CH:32]=[CH:33][CH:34]=1)[NH2:31]. (4) Given the product [C:1]([O:5][C:6]([N:8]1[C:17]2[C:12](=[CH:13][CH:14]=[CH:15][CH:16]=2)[C:11](=[O:18])[CH:10]([CH3:22])[C:9]1([CH3:20])[CH3:19])=[O:7])([CH3:4])([CH3:2])[CH3:3], predict the reactants needed to synthesize it. The reactants are: [C:1]([O:5][C:6]([N:8]1[C:17]2[C:12](=[CH:13][CH:14]=[CH:15][CH:16]=2)[C:11](=[O:18])[CH2:10][C:9]1([CH3:20])[CH3:19])=[O:7])([CH3:4])([CH3:3])[CH3:2].I[CH3:22].[H-].[Na+].